From a dataset of Catalyst prediction with 721,799 reactions and 888 catalyst types from USPTO. Predict which catalyst facilitates the given reaction. (1) Reactant: [Br:1][C:2]1[CH:3]=[C:4]([CH:8]=[C:9]([S:11]([CH3:14])(=[O:13])=[O:12])[CH:10]=1)[C:5]([OH:7])=O.Cl.CN(C)CCCN=C=NCC.O.ON1C2C=CC=CC=2N=N1.[CH3:38][C:39]1[N:44]=[CH:43][C:42]([CH2:45][NH2:46])=[CH:41][CH:40]=1.C(N(CC)C(C)C)(C)C. Product: [Br:1][C:2]1[CH:3]=[C:4]([CH:8]=[C:9]([S:11]([CH3:14])(=[O:13])=[O:12])[CH:10]=1)[C:5]([NH:46][CH2:45][C:42]1[CH:43]=[N:44][C:39]([CH3:38])=[CH:40][CH:41]=1)=[O:7]. The catalyst class is: 2. (2) Reactant: Br[C:2]1[CH:7]=[CH:6][C:5]([S:8]([NH2:11])(=[O:10])=[O:9])=[CH:4][CH:3]=1.[C:12]([N:14]1[C:22]2[CH:21]=[CH:20][C:19]([CH3:23])=[CH:18][C:17]=2[C:16]2[CH2:24][N:25]([CH3:28])[CH2:26][CH2:27][C:15]1=2)#[CH:13].CCCC[N+](CCCC)(CCCC)CCCC.[F-]. Product: [CH3:28][N:25]1[CH2:26][CH2:27][C:15]2[N:14]([C:12]#[C:13][C:2]3[CH:7]=[CH:6][C:5]([S:8]([NH2:11])(=[O:10])=[O:9])=[CH:4][CH:3]=3)[C:22]3[CH:21]=[CH:20][C:19]([CH3:23])=[CH:18][C:17]=3[C:16]=2[CH2:24]1. The catalyst class is: 6. (3) Reactant: [Cl:1][C:2]1[C:3]2[C:10](I)=[CH:9][N:8]([CH2:12][O:13][CH2:14][CH2:15][Si:16]([CH3:19])([CH3:18])[CH3:17])[C:4]=2[N:5]=[CH:6][N:7]=1.[O:20]1[CH2:25][CH2:24][CH2:23][CH2:22][CH:21]1[N:26]1[CH:30]=[C:29](B2OC(C)(C)C(C)(C)O2)[CH:28]=[N:27]1.P([O-])([O-])([O-])=O.[K+].[K+].[K+]. Product: [Cl:1][C:2]1[C:3]2[C:10]([C:29]3[CH:28]=[N:27][N:26]([CH:21]4[CH2:22][CH2:23][CH2:24][CH2:25][O:20]4)[CH:30]=3)=[CH:9][N:8]([CH2:12][O:13][CH2:14][CH2:15][Si:16]([CH3:19])([CH3:18])[CH3:17])[C:4]=2[N:5]=[CH:6][N:7]=1. The catalyst class is: 73. (4) Reactant: [O:1]1[CH2:3][C@@H:2]1[CH2:4][N:5]1[C:9](=[O:10])[C:8]2=[CH:11][CH:12]=[CH:13][CH:14]=[C:7]2[C:6]1=[O:15].[SH:16][C:17]1[S:18][C:19]2[CH:25]=[CH:24][CH:23]=[CH:22][C:20]=2[N:21]=1. Product: [S:18]1[C:19]2[CH:25]=[CH:24][CH:23]=[CH:22][C:20]=2[N:21]=[C:17]1[S:16][CH2:3][C@@H:2]([OH:1])[CH2:4][N:5]1[C:9](=[O:10])[C:8]2=[CH:11][CH:12]=[CH:13][CH:14]=[C:7]2[C:6]1=[O:15]. The catalyst class is: 14. (5) Reactant: [CH3:1][N:2]([CH3:21])[CH2:3][CH2:4][O:5][C:6]1[N:11]=[CH:10][C:9]([NH2:12])=[CH:8][C:7]=1[C:13]1[CH:14]=[N:15][C:16]([O:19][CH3:20])=[N:17][CH:18]=1.C([O-])(=O)C.[Na+].[S-:27][C:28]#[N:29].[K+].BrBr. Product: [CH3:1][N:2]([CH3:21])[CH2:3][CH2:4][O:5][C:6]1[N:11]=[C:10]2[S:27][C:28]([NH2:29])=[N:12][C:9]2=[CH:8][C:7]=1[C:13]1[CH:18]=[N:17][C:16]([O:19][CH3:20])=[N:15][CH:14]=1. The catalyst class is: 342. (6) Reactant: [CH2:1]([C:4]1[CH:9]=[CH:8][C:7]([N+:10]([O-])=O)=[CH:6][CH:5]=1)[CH:2]=[CH2:3].[NH4+].[Cl-].C(O)C. Product: [CH2:1]([C:4]1[CH:9]=[CH:8][C:7]([NH2:10])=[CH:6][CH:5]=1)[CH:2]=[CH2:3]. The catalyst class is: 150. (7) Reactant: [Cl:1][C:2]1[C:7]([NH:8][C:9]2[C:18]3[C:13](=[CH:14][C:15]([OH:27])=[CH:16][C:17]=3[O:19][CH:20]3[CH2:25][CH2:24][N:23]([CH3:26])[CH2:22][CH2:21]3)[N:12]=[CH:11][N:10]=2)=[C:6]2[O:28][CH2:29][O:30][C:5]2=[CH:4][CH:3]=1.C1(C)C=CC(S(O[CH2:41][C:42]([F:45])([F:44])[F:43])(=O)=O)=CC=1.C(=O)([O-])[O-].[K+].[K+]. Product: [Cl:1][C:2]1[C:7]([NH:8][C:9]2[C:18]3[C:13](=[CH:14][C:15]([O:27][CH2:41][C:42]([F:45])([F:44])[F:43])=[CH:16][C:17]=3[O:19][CH:20]3[CH2:25][CH2:24][N:23]([CH3:26])[CH2:22][CH2:21]3)[N:12]=[CH:11][N:10]=2)=[C:6]2[O:28][CH2:29][O:30][C:5]2=[CH:4][CH:3]=1. The catalyst class is: 3.